From a dataset of Forward reaction prediction with 1.9M reactions from USPTO patents (1976-2016). Predict the product of the given reaction. Given the reactants [CH3:1][C:2]1([CH3:15])[C:10]2[C:5](=[CH:6][C:7]([N+:11]([O-:13])=[O:12])=[CH:8][CH:9]=2)[NH:4][C:3]1=[O:14].[H-].[Na+].Br[CH2:19][CH3:20], predict the reaction product. The product is: [CH2:19]([N:4]1[C:5]2[C:10](=[CH:9][CH:8]=[C:7]([N+:11]([O-:13])=[O:12])[CH:6]=2)[C:2]([CH3:15])([CH3:1])[C:3]1=[O:14])[CH3:20].